Dataset: Catalyst prediction with 721,799 reactions and 888 catalyst types from USPTO. Task: Predict which catalyst facilitates the given reaction. (1) Reactant: Cl.[CH3:2][O:3][C:4]([C@H:6]1[CH2:10][C@H:9]([OH:11])[C@@H:8]([NH2:12])[CH2:7]1)=[O:5].C(N(C(C)C)C(C)C)C.[Cl:22][C:23]1[S:27][C:26]([C:28](O)=[O:29])=[CH:25][CH:24]=1.F[P-](F)(F)(F)(F)F.N1(O[P+](N(C)C)(N(C)C)N(C)C)C2C=CC=CC=2N=N1. Product: [CH3:2][O:3][C:4]([C@H:6]1[CH2:10][C@H:9]([OH:11])[C@@H:8]([NH:12][C:28]([C:26]2[S:27][C:23]([Cl:22])=[CH:24][CH:25]=2)=[O:29])[CH2:7]1)=[O:5]. The catalyst class is: 1. (2) Reactant: [C:1]1([C:7]([O:9][CH2:10][C@@H:11]2[C@@H:17]([CH2:18][O:19][CH2:20][C:21]3[CH:26]=[CH:25][CH:24]=[CH:23][CH:22]=3)[O:16][CH:13](OC)[CH2:12]2)=[O:8])[CH:6]=[CH:5][CH:4]=[CH:3][CH:2]=1.[SiH](CC)(CC)CC.B(F)(F)F.C([O-])([O-])=O.[K+].[K+]. Product: [C:1]1([C:7]([O:9][CH2:10][C@@H:11]2[C@@H:17]([CH2:18][O:19][CH2:20][C:21]3[CH:26]=[CH:25][CH:24]=[CH:23][CH:22]=3)[O:16][CH2:13][CH2:12]2)=[O:8])[CH:2]=[CH:3][CH:4]=[CH:5][CH:6]=1. The catalyst class is: 496. (3) Reactant: [C:1]1([C@@H:7]([NH:9][C:10]([C:12]2[NH:13][C:14]([C:17]([C:19]3[C:20](Cl)=[N:21][CH:22]=[CH:23][CH:24]=3)=O)=[CH:15][CH:16]=2)=[O:11])[CH3:8])[CH:6]=[CH:5][CH:4]=[CH:3][CH:2]=1.O.[NH2:27][NH2:28]. Product: [C:1]1([C@@H:7]([NH:9][C:10]([C:12]2[NH:13][C:14]([C:17]3[C:19]4[C:20](=[N:21][CH:22]=[CH:23][CH:24]=4)[NH:28][N:27]=3)=[CH:15][CH:16]=2)=[O:11])[CH3:8])[CH:6]=[CH:5][CH:4]=[CH:3][CH:2]=1. The catalyst class is: 8. (4) The catalyst class is: 1. Product: [F:38][C:32]1[CH:33]=[CH:34][CH:35]=[C:36]([F:37])[C:31]=1[C:26]1[N:25]=[C:24]([C:23]([NH:22][C:17]2[CH:18]=[N:19][CH:20]=[CH:21][C:16]=2[C@H:13]2[O:14][CH2:15][C@H:10]([CH2:9][OH:8])[CH2:11][O:12]2)=[O:39])[CH:29]=[CH:28][C:27]=1[F:30]. Reactant: [Si]([O:8][CH2:9][C@@H:10]1[CH2:15][O:14][C@@H:13]([C:16]2[CH:21]=[CH:20][N:19]=[CH:18][C:17]=2[NH:22][C:23](=[O:39])[C:24]2[CH:29]=[CH:28][C:27]([F:30])=[C:26]([C:31]3[C:36]([F:37])=[CH:35][CH:34]=[CH:33][C:32]=3[F:38])[N:25]=2)[O:12][CH2:11]1)(C(C)(C)C)(C)C.CCCC[N+](CCCC)(CCCC)CCCC.[F-].CCOC(C)=O. (5) Reactant: [C:1]1([C@@H:7]2[C@@H:16]3[CH2:17][CH2:18][NH:19][C@@H:15]3[C:14]3[CH:13]=[CH:12][CH:11]=[CH:10][C:9]=3[NH:8]2)[CH:6]=[CH:5][CH:4]=[CH:3][CH:2]=1.[C:20]([NH:28][C@@H:29]1[CH2:34][CH2:33][CH2:32][CH2:31][C@@H:30]1[C:35](O)=[O:36])(=[O:27])[C:21]1[CH:26]=[CH:25][CH:24]=[CH:23][CH:22]=1.C(N(CC)CC)C.CCOC(OC(OCC)=O)=O.C(=O)([O-])O.[Na+]. Product: [C:1]1([C@H:7]2[C@H:16]3[CH2:17][CH2:18][N:19]([C:35]([C@H:30]4[CH2:31][CH2:32][CH2:33][CH2:34][C@H:29]4[NH:28][C:20](=[O:27])[C:21]4[CH:22]=[CH:23][CH:24]=[CH:25][CH:26]=4)=[O:36])[C@H:15]3[C:14]3[CH:13]=[CH:12][CH:11]=[CH:10][C:9]=3[NH:8]2)[CH:2]=[CH:3][CH:4]=[CH:5][CH:6]=1. The catalyst class is: 841.